Dataset: Forward reaction prediction with 1.9M reactions from USPTO patents (1976-2016). Task: Predict the product of the given reaction. (1) Given the reactants [Br:1][C:2]1[C:10]([O:11][CH3:12])=[CH:9][CH:8]=[CH:7][C:3]=1[C:4]([OH:6])=[O:5].S(=O)(=O)(O)O.[CH3:18]O, predict the reaction product. The product is: [Br:1][C:2]1[C:10]([O:11][CH3:12])=[CH:9][CH:8]=[CH:7][C:3]=1[C:4]([O:6][CH3:18])=[O:5]. (2) The product is: [C:36]([O-:38])(=[O:37])[CH3:35].[NH4+:15].[C:36]([OH:38])(=[O:37])[CH3:35].[NH2:23][C:21]1[N:20]=[CH:19][N:18]=[C:17]2[N:16]([CH:24]3[CH2:29][CH2:28][N:27]([C:36](=[O:37])[CH2:35][CH2:34][N:33]([CH2:39][CH3:40])[CH2:31][CH3:32])[CH2:26][CH2:25]3)[N:15]=[C:14]([C:11]3[CH:10]=[CH:9][C:8]([O:1][C:2]4[CH:7]=[CH:6][CH:5]=[CH:4][CH:3]=4)=[CH:13][CH:12]=3)[C:22]=12. Given the reactants [O:1]([C:8]1[CH:13]=[CH:12][C:11]([C:14]2[C:22]3[C:17](=[N:18][CH:19]=[N:20][C:21]=3[NH2:23])[N:16]([CH:24]3[CH2:29][CH2:28][NH:27][CH2:26][CH2:25]3)[N:15]=2)=[CH:10][CH:9]=1)[C:2]1[CH:7]=[CH:6][CH:5]=[CH:4][CH:3]=1.Cl.[CH2:31]([N:33]([CH2:39][CH3:40])[CH2:34][CH2:35][C:36]([OH:38])=[O:37])[CH3:32].Cl.CN(C)CCCN=C=NCC.CCN(C(C)C)C(C)C.ON1C2N=CC=CC=2N=N1, predict the reaction product. (3) Given the reactants [Na].[OH:2][C:3]1[CH:10]=[CH:9][C:6]([CH:7]=[O:8])=[CH:5][CH:4]=1.[Cl:11][P:12]1(Cl)[N:17]=[P:16](Cl)(Cl)[N:15]=[P:14](Cl)(Cl)[N:13]=1, predict the reaction product. The product is: [CH:7]([C:6]1[CH:9]=[CH:10][C:3]([O:2][P:16]2([O:2][C:3]3[CH:10]=[CH:9][C:6]([CH:7]=[O:8])=[CH:5][CH:4]=3)[N:17]=[P:12]([O:2][C:3]3[CH:10]=[CH:9][C:6]([CH:7]=[O:8])=[CH:5][CH:4]=3)([Cl:11])[N:13]=[P:14]([O:2][C:3]3[CH:10]=[CH:9][C:6]([CH:7]=[O:8])=[CH:5][CH:4]=3)([O:2][C:3]3[CH:10]=[CH:9][C:6]([CH:7]=[O:8])=[CH:5][CH:4]=3)[N:15]=2)=[CH:4][CH:5]=1)=[O:8]. (4) Given the reactants [OH:1][C:2]1CNC(=O)C=1C1N(C(OC(C)(C)C)=O)C2C=C(N3CCOCC3)C=C(C)C=2N=1.[Cl:31][C:32]1[CH:33]=[C:34]([C@H:38]([OH:77])[CH2:39][NH:40][C:41]2[CH2:45][N:44]([S:46]([C:49]([F:52])([F:51])[F:50])(=[O:48])=[O:47])[C:43](=[O:53])[C:42]=2[C:54]2[N:58]([C:59]([O:61][C:62]([CH3:65])([CH3:64])[CH3:63])=[O:60])[C:57]3[CH:66]=[C:67]([N:71]4[CH2:76][CH2:75][O:74][CH2:73][CH2:72]4)[CH:68]=[C:69]([CH3:70])[C:56]=3[N:55]=2)[CH:35]=[CH:36][CH:37]=1, predict the reaction product. The product is: [Cl:31][C:32]1[CH:33]=[C:34]([CH:38]([OH:77])[CH2:39][NH:40][C:41]2[CH2:45][N:44]([S:46]([C:49]([F:51])([F:50])[F:52])(=[O:47])=[O:48])[C:43](=[O:53])[C:42]=2[C:54]2[N:58]([C:59]([O:61][C:62]([CH3:65])([CH3:64])[CH3:63])=[O:60])[C:57]3[CH:66]=[C:67]([N:71]4[CH2:76][CH2:75][O:74][CH2:73][CH2:72]4)[CH:68]=[C:69]([CH3:70])[C:56]=3[N:55]=2)[CH:35]=[CH:36][C:37]=1[O:1][CH3:2]. (5) Given the reactants [F:1][C:2]1[CH:28]=[CH:27][C:5]([O:6][C:7]2[C:16]([C:17]3[CH:18]=[N:19][NH:20][CH:21]=3)=[CH:15][CH:14]=[C:13]3[C:8]=2[CH2:9][CH2:10][C@H:11]([CH3:26])[N:12]3[C:22]([O:24][CH3:25])=[O:23])=[CH:4][CH:3]=1.CN(C)C=O.[H-].[Na+].CS(O[CH:41]1[CH2:44][N:43]([CH:45]([C:52]2[CH:57]=[CH:56][CH:55]=[CH:54][CH:53]=2)[C:46]2[CH:51]=[CH:50][CH:49]=[CH:48][CH:47]=2)[CH:42]1[CH3:58])(=O)=O, predict the reaction product. The product is: [CH:45]([N:43]1[CH2:44][CH:41]([N:20]2[CH:21]=[C:17]([C:16]3[C:7]([O:6][C:5]4[CH:4]=[CH:3][C:2]([F:1])=[CH:28][CH:27]=4)=[C:8]4[C:13](=[CH:14][CH:15]=3)[N:12]([C:22]([O:24][CH3:25])=[O:23])[C@@H:11]([CH3:26])[CH2:10][CH2:9]4)[CH:18]=[N:19]2)[CH:42]1[CH3:58])([C:52]1[CH:53]=[CH:54][CH:55]=[CH:56][CH:57]=1)[C:46]1[CH:51]=[CH:50][CH:49]=[CH:48][CH:47]=1. (6) Given the reactants [C:1]([O:5][C:6]([N:8]([CH3:25])[C:9]1[CH:14]=[CH:13][C:12]([C:15]#[C:16][CH2:17][CH2:18][CH2:19]OS(C)(=O)=O)=[CH:11][CH:10]=1)=[O:7])([CH3:4])([CH3:3])[CH3:2].[CH3:26][NH:27][CH3:28], predict the reaction product. The product is: [C:1]([O:5][C:6](=[O:7])[N:8]([C:9]1[CH:14]=[CH:13][C:12]([C:15]#[C:16][CH2:17][CH2:18][CH2:19][N:27]([CH3:28])[CH3:26])=[CH:11][CH:10]=1)[CH3:25])([CH3:4])([CH3:3])[CH3:2]. (7) Given the reactants [NH:1]1[C:9]2[C:4](=[CH:5][C:6]([CH:10]=[O:11])=[CH:7][CH:8]=2)[CH:3]=[CH:2]1.[CH:12](I)([CH3:14])[CH3:13], predict the reaction product. The product is: [CH:12]([N:1]1[C:9]2[C:4](=[CH:5][C:6]([CH:10]=[O:11])=[CH:7][CH:8]=2)[CH:3]=[CH:2]1)([CH3:14])[CH3:13].